Dataset: Reaction yield outcomes from USPTO patents with 853,638 reactions. Task: Predict the reaction yield, written as a fraction of the theoretical maximum amount of product (1.0 means a 100% yield; for example, 0.34 means a 34% yield). The reactants are N#N.Br[C:4]1[CH:9]=[CH:8][CH:7]=[C:6]([F:10])[C:5]=1[N:11]1[CH2:16][CH2:15][CH2:14][CH2:13][CH2:12]1.[Li]C(C)(C)C.CCCCC.CON(C)[C:30]([C@@H:32]1[CH2:37][CH2:36][CH2:35][N:34]([C:38]([O:40][C:41]([CH3:44])([CH3:43])[CH3:42])=[O:39])[CH2:33]1)=[O:31]. The catalyst is CCOCC. The product is [F:10][C:6]1[C:5]([N:11]2[CH2:16][CH2:15][CH2:14][CH2:13][CH2:12]2)=[C:4]([CH:9]=[CH:8][CH:7]=1)[C:30]([C@@H:32]1[CH2:37][CH2:36][CH2:35][N:34]([C:38]([O:40][C:41]([CH3:44])([CH3:43])[CH3:42])=[O:39])[CH2:33]1)=[O:31]. The yield is 0.440.